This data is from Full USPTO retrosynthesis dataset with 1.9M reactions from patents (1976-2016). The task is: Predict the reactants needed to synthesize the given product. (1) Given the product [Cl:9][C:10]1[CH:11]=[C:12]([CH:20]([CH2:30][CH:31]2[CH2:32][CH2:33][C:7]([OH:6])([CH3:8])[CH2:35]2)[C:21]([NH:23][C:24]2[CH:29]=[N:28][CH:27]=[CH:26][N:25]=2)=[O:22])[CH:13]=[CH:14][C:15]=1[S:16]([CH3:19])(=[O:17])=[O:18], predict the reactants needed to synthesize it. The reactants are: C[Mg]Br.CC[O:6][CH2:7][CH3:8].[Cl:9][C:10]1[CH:11]=[C:12]([CH:20]([CH2:30][CH:31]2[CH2:35]C[C:33](=O)[CH2:32]2)[C:21]([NH:23][C:24]2[CH:29]=[N:28][CH:27]=[CH:26][N:25]=2)=[O:22])[CH:13]=[CH:14][C:15]=1[S:16]([CH3:19])(=[O:18])=[O:17]. (2) Given the product [NH2:18][C:15]1[CH:16]=[C:17]2[C:12](=[CH:13][CH:14]=1)[N:11]([C:21]([O:23][C:24]([CH3:27])([CH3:26])[CH3:25])=[O:22])[N:10]=[C:9]2[N:8]([C:28]([O:30][C:31]([CH3:34])([CH3:33])[CH3:32])=[O:29])[C:6]([O:5][C:1]([CH3:3])([CH3:2])[CH3:4])=[O:7], predict the reactants needed to synthesize it. The reactants are: [C:1]([O:5][C:6]([N:8]([C:28]([O:30][C:31]([CH3:34])([CH3:33])[CH3:32])=[O:29])[C:9]1[C:17]2[C:12](=[CH:13][CH:14]=[C:15]([N+:18]([O-])=O)[CH:16]=2)[N:11]([C:21]([O:23][C:24]([CH3:27])([CH3:26])[CH3:25])=[O:22])[N:10]=1)=[O:7])([CH3:4])([CH3:3])[CH3:2]. (3) Given the product [CH3:35][O:36][C:37](=[O:45])[C:38]1[CH:43]=[CH:42][C:41]([O:27][C:24]2[CH:25]=[CH:26][C:21]([C:3]([CH2:4][CH3:5])([C:6]3[CH:11]=[CH:10][C:9](/[CH:12]=[CH:13]/[C:14]([CH2:15][CH3:16])([OH:17])[CH2:18][CH3:19])=[C:8]([CH3:20])[CH:7]=3)[CH2:1][CH3:2])=[CH:22][C:23]=2[CH3:28])=[CH:40][CH:39]=1, predict the reactants needed to synthesize it. The reactants are: [CH2:1]([C:3]([C:21]1[CH:26]=[CH:25][C:24]([OH:27])=[C:23]([CH3:28])[CH:22]=1)([C:6]1[CH:11]=[CH:10][C:9](/[CH:12]=[CH:13]/[C:14]([CH2:18][CH3:19])([OH:17])[CH2:15][CH3:16])=[C:8]([CH3:20])[CH:7]=1)[CH2:4][CH3:5])[CH3:2].C([O-])([O-])=O.[K+].[K+].[CH3:35][O:36][C:37](=[O:45])[C:38]1[CH:43]=[CH:42][C:41](F)=[CH:40][CH:39]=1.C(OCC)(=O)C. (4) The reactants are: Cl.[CH2:2]1[C:5]2([CH2:9][CH2:8][CH2:7][O:6]2)[CH2:4][NH:3]1.C(N(CC)CC)C.[CH3:17][O:18][C:19]1[CH:24]=[CH:23][C:22]([C:25]2[O:29][C:28]([C:30]([N:32]3[CH2:35][CH:34]([O:36][C:37]4[CH:44]=[CH:43][C:40]([CH:41]=O)=[CH:39][CH:38]=4)[CH2:33]3)=[O:31])=[N:27][N:26]=2)=[CH:21][CH:20]=1.[Na].C([O-])(O)=O.[Na+]. Given the product [CH2:4]1[C:5]2([CH2:9][CH2:8][CH2:7][O:6]2)[CH2:2][N:3]1[CH2:41][C:40]1[CH:39]=[CH:38][C:37]([O:36][CH:34]2[CH2:35][N:32]([C:30]([C:28]3[O:29][C:25]([C:22]4[CH:23]=[CH:24][C:19]([O:18][CH3:17])=[CH:20][CH:21]=4)=[N:26][N:27]=3)=[O:31])[CH2:33]2)=[CH:44][CH:43]=1, predict the reactants needed to synthesize it. (5) The reactants are: CCCCCC.[C:7]([O:11][C:12](=[O:22])[NH:13][C:14]1[CH:19]=[CH:18][C:17]([Cl:20])=[CH:16][C:15]=1Br)([CH3:10])([CH3:9])[CH3:8].[CH:23](=[O:25])[CH3:24].[Cl-].[NH4+]. Given the product [C:7]([O:11][C:12](=[O:22])[NH:13][C:14]1[CH:19]=[CH:18][C:17]([Cl:20])=[CH:16][C:15]=1[CH:23]([OH:25])[CH3:24])([CH3:10])([CH3:9])[CH3:8], predict the reactants needed to synthesize it. (6) Given the product [CH3:1][O:2][C:3](=[O:28])[NH:4][CH:5]([C:9]([N:11]1[CH2:15][CH:14]([C:62]#[N:63])[CH2:13][CH:12]1[C:16]1[NH:17][C:18]([C:21]2[CH:26]=[CH:25][C:24]([C:58]#[C:57][C:54]3[CH:53]=[CH:52][C:51]([C:48]4[NH:47][C:46]([CH:40]5[CH2:41][C:42]([F:45])([F:44])[CH2:43][N:39]5[C:37](=[O:38])[CH:33]([NH:32][C:31]([O:30][CH3:29])=[O:59])[CH:34]([CH3:36])[CH3:35])=[N:50][CH:49]=4)=[CH:56][CH:55]=3)=[CH:23][CH:22]=2)=[CH:19][N:20]=1)=[O:10])[CH:6]([CH3:8])[CH3:7], predict the reactants needed to synthesize it. The reactants are: [CH3:1][O:2][C:3](=[O:28])[NH:4][CH:5]([C:9]([N:11]1[CH2:15][CH2:14][CH2:13][CH:12]1[C:16]1[NH:17][C:18]([C:21]2[CH:26]=[CH:25][C:24](Br)=[CH:23][CH:22]=2)=[CH:19][N:20]=1)=[O:10])[CH:6]([CH3:8])[CH3:7].[CH3:29][O:30][C:31](=[O:59])[NH:32][CH:33]([C:37]([N:39]1[CH2:43][C:42]([F:45])([F:44])[CH2:41][CH:40]1[C:46]1[NH:47][C:48]([C:51]2[CH:56]=[CH:55][C:54]([C:57]#[CH:58])=[CH:53][CH:52]=2)=[CH:49][N:50]=1)=[O:38])[CH:34]([CH3:36])[CH3:35].CO[C:62](=O)[NH:63]C(C(N1CCCC1C1NC(C2C=CC(C#C)=CC=2)=CN=1)=O)C(C)C. (7) Given the product [NH:1]1[C:10]2[C:5](=[CH:6][CH:7]=[CH:8][CH:9]=2)[CH:4]([C:11]([OH:13])=[O:12])[CH2:3][CH2:2]1, predict the reactants needed to synthesize it. The reactants are: [N:1]1[C:10]2[C:5](=[CH:6][CH:7]=[CH:8][CH:9]=2)[C:4]([C:11]([OH:13])=[O:12])=[CH:3][CH:2]=1.